From a dataset of Forward reaction prediction with 1.9M reactions from USPTO patents (1976-2016). Predict the product of the given reaction. (1) The product is: [Cl:1][C:2]1[CH:10]=[CH:9][C:8]2[N:7]([CH2:27][CH2:26][C:23]3[CH:22]=[N:21][C:20]([C:19]([F:29])([F:18])[F:28])=[CH:25][CH:24]=3)[C:6]3[CH2:11][C:12]4([CH2:16][CH2:17]4)[N:13]([CH3:15])[CH2:14][C:5]=3[C:4]=2[CH:3]=1. Given the reactants [Cl:1][C:2]1[CH:10]=[CH:9][C:8]2[NH:7][C:6]3[CH2:11][C:12]4([CH2:17][CH2:16]4)[N:13]([CH3:15])[CH2:14][C:5]=3[C:4]=2[CH:3]=1.[F:18][C:19]([F:29])([F:28])[C:20]1[CH:25]=[CH:24][C:23]([CH:26]=[CH2:27])=[CH:22][N:21]=1.[OH-].[K+], predict the reaction product. (2) The product is: [CH3:7][C:8]1[C:9]([CH2:10][OH:11])=[CH:14][CH:15]=[CH:16][N:17]=1. Given the reactants [H-].[Al+3].[Li+].[H-].[H-].[H-].[CH3:7][C:8]1[N:17]=[CH:16][CH:15]=[CH:14][C:9]=1[C:10](OC)=[O:11], predict the reaction product. (3) Given the reactants Br[CH2:2][CH2:3][CH2:4][O:5][C:6]1[CH:11]=[CH:10][C:9]([Cl:12])=[CH:8][C:7]=1[N+:13]([O-:15])=[O:14].C([O-])([O-])=O.[K+].[K+].[Cl:22][C:23]1[CH:38]=[CH:37][C:26]([CH2:27][C:28]2([OH:36])[CH2:33][CH2:32][NH:31][CH2:30][C:29]2([CH3:35])[CH3:34])=[CH:25][CH:24]=1, predict the reaction product. The product is: [Cl:12][C:9]1[CH:10]=[CH:11][C:6]([O:5][CH2:4][CH2:3][CH2:2][N:31]2[CH2:32][CH2:33][C:28]([CH2:27][C:26]3[CH:25]=[CH:24][C:23]([Cl:22])=[CH:38][CH:37]=3)([OH:36])[C:29]([CH3:35])([CH3:34])[CH2:30]2)=[C:7]([N+:13]([O-:15])=[O:14])[CH:8]=1. (4) Given the reactants [C:1]([CH2:3][CH2:4][CH:5]1[CH2:10][CH2:9][CH:8]([N:11]([CH:27]2[CH2:29][CH2:28]2)[C:12](=[O:26])[C:13]2[CH:18]=[CH:17][C:16]([C@@:19]([OH:25])([CH3:24])[C:20]([F:23])([F:22])[F:21])=[CH:15][CH:14]=2)[CH2:7][CH2:6]1)#[N:2].[OH-].[K+].C([OH:36])CCC, predict the reaction product. The product is: [NH2:2][C:1](=[O:36])[CH2:3][CH2:4][CH:5]1[CH2:6][CH2:7][CH:8]([N:11]([CH:27]2[CH2:28][CH2:29]2)[C:12](=[O:26])[C:13]2[CH:14]=[CH:15][C:16]([C@@:19]([OH:25])([CH3:24])[C:20]([F:21])([F:22])[F:23])=[CH:17][CH:18]=2)[CH2:9][CH2:10]1. (5) Given the reactants [H-].[Al+3].[Li+].[H-].[H-].[H-].C1COCC1.CO[N:14]=[CH:15][C:16]1[CH:21]=[CH:20][CH:19]=[C:18]([O:22][CH2:23][CH2:24][C:25]2[CH:30]=[CH:29][CH:28]=[CH:27][CH:26]=2)[CH:17]=1.[OH-].[Na+], predict the reaction product. The product is: [C:25]1([CH2:24][CH2:23][O:22][C:18]2[CH:17]=[C:16]([CH:21]=[CH:20][CH:19]=2)[CH2:15][NH2:14])[CH:26]=[CH:27][CH:28]=[CH:29][CH:30]=1. (6) Given the reactants [Cl:1][C:2]1[CH:3]=[C:4]([N:9]2[CH2:14][CH2:13][N:12]([C:15](=[O:29])[C@H:16]([NH:21]C(=O)OC(C)(C)C)[C:17]([CH3:20])([CH3:19])[CH3:18])[CH2:11][CH2:10]2)[CH:5]=[CH:6][C:7]=1[Cl:8].C(O)(C(F)(F)F)=O, predict the reaction product. The product is: [NH2:21][C@H:16]([C:17]([CH3:20])([CH3:19])[CH3:18])[C:15]([N:12]1[CH2:11][CH2:10][N:9]([C:4]2[CH:5]=[CH:6][C:7]([Cl:8])=[C:2]([Cl:1])[CH:3]=2)[CH2:14][CH2:13]1)=[O:29]. (7) Given the reactants [NH2:1][CH2:2][CH:3]1[CH2:7][CH2:6][N:5]([C:8]([O:10][C:11]([CH3:14])([CH3:13])[CH3:12])=[O:9])[CH2:4]1.[O:15]1[C:24]2[CH:23]=[C:22]([CH:25]=O)[N:21]=[CH:20][C:19]=2[O:18][CH2:17][CH2:16]1.[BH4-].[Na+].O, predict the reaction product. The product is: [O:15]1[C:24]2[CH:23]=[C:22]([CH2:25][NH:1][CH2:2][CH:3]3[CH2:7][CH2:6][N:5]([C:8]([O:10][C:11]([CH3:14])([CH3:13])[CH3:12])=[O:9])[CH2:4]3)[N:21]=[CH:20][C:19]=2[O:18][CH2:17][CH2:16]1. (8) Given the reactants [C:1]([C:3]1[C:12]2[C:7](=[CH:8][CH:9]=[CH:10][CH:11]=2)[C:6](F)=[CH:5][CH:4]=1)#[N:2].[NH:14]1[CH2:19][CH:18]=[CH:17][CH2:16][CH2:15]1, predict the reaction product. The product is: [N:14]1([C:6]2[C:7]3[C:12](=[CH:11][CH:10]=[CH:9][CH:8]=3)[C:3]([C:1]#[N:2])=[CH:4][CH:5]=2)[CH2:15][CH:16]=[CH:17][CH2:18][CH2:19]1. (9) Given the reactants [O:1]1[C@@:5]2([CH:10]3[CH2:11][CH2:12][N:7]([CH2:8][CH2:9]3)[CH2:6]2)[CH2:4][NH:3][C:2]1=[O:13].Br[C:15]1[CH:19]=[C:18]([C:20]2[CH:25]=[CH:24][CH:23]=[CH:22][N:21]=2)[O:17][CH:16]=1, predict the reaction product. The product is: [N:21]1[CH:22]=[CH:23][CH:24]=[CH:25][C:20]=1[C:18]1[O:17][CH:16]=[C:15]([N:3]2[CH2:4][C@:5]3([CH:10]4[CH2:11][CH2:12][N:7]([CH2:8][CH2:9]4)[CH2:6]3)[O:1][C:2]2=[O:13])[CH:19]=1.